This data is from Reaction yield outcomes from USPTO patents with 853,638 reactions. The task is: Predict the reaction yield, written as a fraction of the theoretical maximum amount of product (1.0 means a 100% yield; for example, 0.34 means a 34% yield). (1) The reactants are [CH2:1]=P(C1C=CC=CC=1)(C1C=CC=CC=1)C1C=CC=CC=1.C([Li])CCC.[Br:26][C:27]1[CH:28]=[C:29]2[C:34](=[C:35]([CH:37]=O)[CH:36]=1)[O:33][C:32]([CH3:40])([CH3:39])[CH2:31][C:30]2([CH3:42])[CH3:41]. The catalyst is [Br-].C[P+](C1C=CC=CC=1)(C1C=CC=CC=1)C1C=CC=CC=1.CCCCCC. The product is [Br:26][C:27]1[CH:28]=[C:29]2[C:34](=[C:35]([CH:37]=[CH2:1])[CH:36]=1)[O:33][C:32]([CH3:40])([CH3:39])[CH2:31][C:30]2([CH3:42])[CH3:41]. The yield is 0.720. (2) The reactants are [CH3:1][N:2]1[C:10]2[C:5](=[CH:6][C:7]([O:11][C:12]3[N:19]=[CH:18][CH:17]=[CH:16][C:13]=3[C:14]#[N:15])=[CH:8][CH:9]=2)[CH:4]=[N:3]1.Cl. The catalyst is CO.[OH-].[OH-].[Pd+2]. The product is [CH3:1][N:2]1[C:10]2[C:5](=[CH:6][C:7]([O:11][C:12]3[C:13]([CH2:14][NH2:15])=[CH:16][CH:17]=[CH:18][N:19]=3)=[CH:8][CH:9]=2)[CH:4]=[N:3]1. The yield is 0.350.